From a dataset of Forward reaction prediction with 1.9M reactions from USPTO patents (1976-2016). Predict the product of the given reaction. Given the reactants [O:1]1[CH2:5][CH2:4][CH2:3][CH2:2]1.CC[O:8][CH2:9][CH3:10].[CH2:11](O)C, predict the reaction product. The product is: [OH:8][C:9]1[CH:10]=[CH:11][C:4]([CH:5]=[O:1])=[CH:3][CH:2]=1.